This data is from Reaction yield outcomes from USPTO patents with 853,638 reactions. The task is: Predict the reaction yield, written as a fraction of the theoretical maximum amount of product (1.0 means a 100% yield; for example, 0.34 means a 34% yield). (1) The reactants are [CH3:1][NH:2][N:3]=[CH:4][C:5](=[O:7])[CH3:6].O=[C:9]([C:12]1[CH:17]=[CH:16][CH:15]=[C:14]([C:18]([F:21])([F:20])[F:19])[CH:13]=1)[CH:10]=[O:11].C(Cl)(Cl)Cl.CO. The catalyst is C(O)(=O)C. The product is [OH:11][C:10]1[C:4]([C:5](=[O:7])[CH3:6])=[N:3][N:2]([CH3:1])[C:9]=1[C:12]1[CH:17]=[CH:16][CH:15]=[C:14]([C:18]([F:21])([F:20])[F:19])[CH:13]=1. The yield is 0.110. (2) The reactants are [NH2:1][C:2]1[N:3]=[CH:4][C:5]([C:12]2[CH:13]=[N:14][N:15]([CH:17]3[CH2:22][CH2:21][N:20]([C:23](=[O:25])[CH3:24])[CH2:19][CH2:18]3)[CH:16]=2)=[C:6]2[CH:10]=[C:9](Cl)[O:8][C:7]=12.[CH3:26][N:27]1[C:32](=[O:33])[CH:31]=[C:30]2[S:34][CH:35]=[C:36](B3OC(C)(C)C(C)(C)O3)[C:29]2=[CH:28]1. No catalyst specified. The product is [C:23]([N:20]1[CH2:21][CH2:22][CH:17]([N:15]2[CH:16]=[C:12]([C:5]3[CH:4]=[N:3][C:2]([NH2:1])=[C:7]4[O:8][C:9]([C:36]5[C:29]6=[CH:28][N:27]([CH3:26])[C:32](=[O:33])[CH:31]=[C:30]6[S:34][CH:35]=5)=[CH:10][C:6]=34)[CH:13]=[N:14]2)[CH2:18][CH2:19]1)(=[O:25])[CH3:24]. The yield is 0.300. (3) The reactants are [C:1]12([CH2:11][O:12][C:13]3[CH:20]=[CH:19][C:16]([C:17]#[N:18])=[CH:15][C:14]=3Br)[CH2:10][CH:5]3[CH2:6][CH:7]([CH2:9][CH:3]([CH2:4]3)[CH2:2]1)[CH2:8]2.[C:22]1(=[O:26])[CH2:25][CH2:24][CH2:23]1. The catalyst is O1CCCC1. The product is [C:1]12([CH2:11][O:12][C:13]3[CH:20]=[CH:19][C:16]([C:17]#[N:18])=[CH:15][C:14]=3[C:22]3([OH:26])[CH2:25][CH2:24][CH2:23]3)[CH2:10][CH:5]3[CH2:6][CH:7]([CH2:9][CH:3]([CH2:4]3)[CH2:2]1)[CH2:8]2. The yield is 0.690. (4) The reactants are [NH2:1][C@@H:2]([CH2:33][C:34]1[CH:39]=[CH:38][CH:37]=[CH:36][CH:35]=1)[CH2:3][C@H:4]([OH:32])[C@@H:5]([NH:19][C:20]([C@@H:22]([NH:27][C:28](=[O:31])[O:29][CH3:30])[C:23]([CH3:26])([CH3:25])[CH3:24])=[O:21])[CH2:6][C:7]1[CH:12]=[CH:11][C:10]([C:13]2[CH:18]=[CH:17][CH:16]=[CH:15][N:14]=2)=[CH:9][CH:8]=1.[CH3:40][C:41]([CH3:62])([CH3:61])[C@H:42]([N:46]1[CH2:50][C:49](=[O:51])[N:48]([CH2:52][C:53]2[CH:58]=[CH:57][CH:56]=[C:55]([CH3:59])[N:54]=2)[C:47]1=[O:60])[C:43](O)=[O:44].CCOP(ON1N=NC2C=CC=CC=2C1=O)(OCC)=O.C(N(CC)C(C)C)(C)C. The catalyst is C1COCC1. The product is [CH3:40][C:41]([CH3:62])([CH3:61])[C@H:42]([N:46]1[CH2:50][C:49](=[O:51])[N:48]([CH2:52][C:53]2[CH:58]=[CH:57][CH:56]=[C:55]([CH3:59])[N:54]=2)[C:47]1=[O:60])[C:43]([NH:1][C@@H:2]([CH2:33][C:34]1[CH:35]=[CH:36][CH:37]=[CH:38][CH:39]=1)[CH2:3][C@H:4]([OH:32])[C@@H:5]([NH:19][C:20]([C@@H:22]([NH:27][C:28](=[O:31])[O:29][CH3:30])[C:23]([CH3:25])([CH3:26])[CH3:24])=[O:21])[CH2:6][C:7]1[CH:12]=[CH:11][C:10]([C:13]2[CH:18]=[CH:17][CH:16]=[CH:15][N:14]=2)=[CH:9][CH:8]=1)=[O:44]. The yield is 0.670. (5) The reactants are [CH2:1]([O:8][C:9]1[CH:46]=[CH:45][C:12]([C:13]([O:15][C:16]2[CH:21]=[CH:20][C:19]([CH2:22][CH:23]([NH:31][C:32](=[O:42])[C:33]3[CH:38]=[CH:37][C:36]([N+:39]([O-])=O)=[CH:35][CH:34]=3)[C:24]([O:26][C:27]([CH3:30])([CH3:29])[CH3:28])=[O:25])=[CH:18][C:17]=2[O:43][CH3:44])=[O:14])=[CH:11][CH:10]=1)[CH2:2][CH2:3][CH2:4][CH2:5][CH2:6][CH3:7]. The catalyst is [Pd]. The product is [CH2:1]([O:8][C:9]1[CH:46]=[CH:45][C:12]([C:13]([O:15][C:16]2[CH:21]=[CH:20][C:19]([CH2:22][CH:23]([NH:31][C:32](=[O:42])[C:33]3[CH:38]=[CH:37][C:36]([NH2:39])=[CH:35][CH:34]=3)[C:24]([O:26][C:27]([CH3:28])([CH3:30])[CH3:29])=[O:25])=[CH:18][C:17]=2[O:43][CH3:44])=[O:14])=[CH:11][CH:10]=1)[CH2:2][CH2:3][CH2:4][CH2:5][CH2:6][CH3:7]. The yield is 0.730. (6) The reactants are C[O:2][C:3]([C:5]1[S:9][C:8]([C:10]2[CH:15]=[CH:14][C:13]([O:16][CH2:17][C:18]3[C:19]([C:26]4[C:31]([C:32]([F:35])([F:34])[F:33])=[CH:30][CH:29]=[CH:28][C:27]=4[F:36])=[N:20][O:21][C:22]=3[CH:23]3[CH2:25][CH2:24]3)=[CH:12][C:11]=2[CH3:37])=[N:7][C:6]=1[CH3:38])=[O:4].[Li+].[OH-].Cl. The catalyst is CO.C1COCC1.O. The product is [CH:23]1([C:22]2[O:21][N:20]=[C:19]([C:26]3[C:31]([C:32]([F:33])([F:34])[F:35])=[CH:30][CH:29]=[CH:28][C:27]=3[F:36])[C:18]=2[CH2:17][O:16][C:13]2[CH:14]=[CH:15][C:10]([C:8]3[S:9][C:5]([C:3]([OH:4])=[O:2])=[C:6]([CH3:38])[N:7]=3)=[C:11]([CH3:37])[CH:12]=2)[CH2:25][CH2:24]1. The yield is 0.990. (7) The reactants are [C:1]([C:5]1[CH:6]=[C:7]([N+:17]([O-:19])=[O:18])[C:8]([O:15][CH3:16])=[C:9]([CH:14]=1)[C:10]([NH:12][NH2:13])=[O:11])([CH3:4])([CH3:3])[CH3:2].[CH:20](OCC)(OCC)OCC. No catalyst specified. The product is [C:1]([C:5]1[CH:6]=[C:7]([N+:17]([O-:19])=[O:18])[C:8]([O:15][CH3:16])=[C:9]([C:10]2[O:11][CH:20]=[N:13][N:12]=2)[CH:14]=1)([CH3:4])([CH3:2])[CH3:3]. The yield is 0.900. (8) The reactants are [C:1]([N:4]1[CH2:9][CH2:8][N:7]([C:10]2[C:11]([C:24]3[CH:29]=[CH:28][C:27]([F:30])=[CH:26][CH:25]=3)=[N:12][C:13]3[C:18]([N:19]=2)=[CH:17][C:16]([C:20]([O:22]C)=[O:21])=[CH:15][CH:14]=3)[CH2:6][CH2:5]1)(=[O:3])[CH3:2].[OH-].[Na+]. The catalyst is CO. The product is [C:1]([N:4]1[CH2:5][CH2:6][N:7]([C:10]2[C:11]([C:24]3[CH:25]=[CH:26][C:27]([F:30])=[CH:28][CH:29]=3)=[N:12][C:13]3[C:18]([N:19]=2)=[CH:17][C:16]([C:20]([OH:22])=[O:21])=[CH:15][CH:14]=3)[CH2:8][CH2:9]1)(=[O:3])[CH3:2]. The yield is 0.210. (9) The reactants are Br[C:2]1[CH:11]=[CH:10][C:5]([C:6]([O:8][CH3:9])=[O:7])=[CH:4][C:3]=1[O:12][CH:13]([F:15])[F:14].CC1(C)C(C)(C)OB([C:24]2[CH:25]=[N:26][N:27](C(OC(C)(C)C)=O)[CH:28]=2)O1.[O-]P([O-])([O-])=O.[K+].[K+].[K+]. The catalyst is O1CCOCC1.O.CCOC(C)=O.C1C=CC(P(C2C=CC=CC=2)[C-]2C=CC=C2)=CC=1.C1C=CC(P(C2C=CC=CC=2)[C-]2C=CC=C2)=CC=1.Cl[Pd]Cl.[Fe+2]. The product is [F:14][CH:13]([F:15])[O:12][C:3]1[CH:4]=[C:5]([CH:10]=[CH:11][C:2]=1[C:24]1[CH:25]=[N:26][NH:27][CH:28]=1)[C:6]([O:8][CH3:9])=[O:7]. The yield is 0.590. (10) The reactants are [NH2:1][C:2]1[N:6]([CH3:7])[C:5](=[O:8])[C:4]([C:19]2[CH:24]=[CH:23][C:22]([O:25][CH:26]([F:28])[F:27])=[CH:21][CH:20]=2)([C:9]2[CH:14]=[CH:13][CH:12]=[C:11]([C:15]#[C:16][CH2:17]O)[CH:10]=2)[N:3]=1.CCN(S(F)(F)[F:35])CC. The catalyst is C(Cl)Cl.O. The product is [NH2:1][C:2]1[N:6]([CH3:7])[C:5](=[O:8])[C:4]([C:19]2[CH:24]=[CH:23][C:22]([O:25][CH:26]([F:28])[F:27])=[CH:21][CH:20]=2)([C:9]2[CH:14]=[CH:13][CH:12]=[C:11]([C:15]#[C:16][CH2:17][F:35])[CH:10]=2)[N:3]=1. The yield is 0.0800.